Dataset: Reaction yield outcomes from USPTO patents with 853,638 reactions. Task: Predict the reaction yield, written as a fraction of the theoretical maximum amount of product (1.0 means a 100% yield; for example, 0.34 means a 34% yield). (1) The reactants are [H-].[Na+].[OH:3][CH2:4][C:5]([OH:7])=[O:6].[CH2:8](Br)[C:9]1[CH:14]=[CH:13][CH:12]=[CH:11][CH:10]=1. The catalyst is C1COCC1. The product is [OH:3][CH2:4][C:5]([O:7][CH2:8][C:9]1[CH:14]=[CH:13][CH:12]=[CH:11][CH:10]=1)=[O:6]. The yield is 0.690. (2) The reactants are [CH3:1][N:2]([CH3:12])[C:3]1[CH:8]=[CH:7][CH:6]=[CH:5][C:4]=1[N+:9]([O-])=O. The catalyst is [Fe].CO.C(O)(=O)C. The product is [CH3:1][N:2]([C:3]1[CH:8]=[CH:7][CH:6]=[CH:5][C:4]=1[NH2:9])[CH3:12]. The yield is 0.610. (3) The reactants are [CH2:1]([O:8][C:9]([NH:11][CH2:12][CH2:13][O:14][NH:15][C:16]([C@@H:18]1[CH2:23][CH2:22][C@@H:21]([NH:24][O:25][CH2:26][C:27]2[CH:32]=[CH:31][CH:30]=[CH:29][CH:28]=2)[CH2:20][N:19]1C(OC(C)(C)C)=O)=[O:17])=[O:10])[C:2]1[CH:7]=[CH:6][CH:5]=[CH:4][CH:3]=1.Cl. The catalyst is O1CCOCC1. The product is [CH2:1]([O:8][C:9]([NH:11][CH2:12][CH2:13][O:14][NH:15][C:16]([C@@H:18]1[CH2:23][CH2:22][C@@H:21]([NH:24][O:25][CH2:26][C:27]2[CH:32]=[CH:31][CH:30]=[CH:29][CH:28]=2)[CH2:20][NH:19]1)=[O:17])=[O:10])[C:2]1[CH:7]=[CH:6][CH:5]=[CH:4][CH:3]=1. The yield is 0.950. (4) The reactants are [CH3:1][O:2][C:3]1[CH:4]=[C:5]2[C:9](=[CH:10][CH:11]=1)[NH:8][CH:7]=[CH:6]2.Cl.O.[NH:14]1[CH2:19][CH2:18][C:17](=O)[CH2:16][CH2:15]1.[OH-].[K+]. The catalyst is CCO. The product is [NH:14]1[CH2:15][CH:16]=[C:17]([C:6]2[C:5]3[C:9](=[CH:10][CH:11]=[C:3]([O:2][CH3:1])[CH:4]=3)[NH:8][CH:7]=2)[CH2:18][CH2:19]1. The yield is 0.888. (5) The reactants are C([O-])(=O)C.[Na+].[F:6][CH:7]([F:33])[C:8]1[N:9]=[C:10]([CH2:30][CH2:31][CH3:32])[N:11]([CH2:15][C:16]2[CH:21]=[CH:20][C:19]([C:22]3[C:23]([C:28]#[N:29])=[CH:24][CH:25]=[CH:26][CH:27]=3)=[CH:18][CH:17]=2)[C:12](=[O:14])[CH:13]=1.[Br:34]Br. The catalyst is C(O)(=O)C. The product is [Br:34][C:13]1[C:12](=[O:14])[N:11]([CH2:15][C:16]2[CH:17]=[CH:18][C:19]([C:22]3[C:23]([C:28]#[N:29])=[CH:24][CH:25]=[CH:26][CH:27]=3)=[CH:20][CH:21]=2)[C:10]([CH2:30][CH2:31][CH3:32])=[N:9][C:8]=1[CH:7]([F:6])[F:33]. The yield is 0.610. (6) The reactants are [NH2:1][CH2:2][CH2:3][OH:4].[F:5][C:6]1[CH:7]=[C:8]([C:22]2[N:23]=[C:24]([N:36]3[CH2:41][CH2:40][O:39][CH2:38][C@@H:37]3[CH3:42])[C:25]3[CH2:30][N:29]([C:31]([O:33][CH2:34][CH3:35])=[O:32])[CH2:28][C:26]=3[N:27]=2)[CH:9]=[CH:10][C:11]=1[NH:12][C:13](OC1C=CC=CC=1)=[O:14]. No catalyst specified. The product is [CH2:34]([O:33][C:31]([N:29]1[CH2:30][C:25]2[C:24]([N:36]3[CH2:41][CH2:40][O:39][CH2:38][C@@H:37]3[CH3:42])=[N:23][C:22]([C:8]3[CH:9]=[CH:10][C:11]([NH:12][C:13]([NH:1][CH2:2][CH2:3][OH:4])=[O:14])=[C:6]([F:5])[CH:7]=3)=[N:27][C:26]=2[CH2:28]1)=[O:32])[CH3:35]. The yield is 0.360. (7) The reactants are [CH:1]([C:4]1[S:8][C:7]([NH:9][C:10](=[O:27])[CH2:11][C:12]2[N:13]=[C:14]([NH:17][CH2:18][CH2:19][N:20]3[CH2:25][CH2:24][N:23]([CH3:26])[CH2:22][CH2:21]3)[S:15][CH:16]=2)=[N:6][CH:5]=1)([CH3:3])[CH3:2].C=O.O.[C:31](O[BH-](OC(=O)C)OC(=O)C)(=O)C.[Na+]. No catalyst specified. The product is [CH:1]([C:4]1[S:8][C:7]([NH:9][C:10](=[O:27])[CH2:11][C:12]2[N:13]=[C:14]([N:17]([CH3:31])[CH2:18][CH2:19][N:20]3[CH2:21][CH2:22][N:23]([CH3:26])[CH2:24][CH2:25]3)[S:15][CH:16]=2)=[N:6][CH:5]=1)([CH3:3])[CH3:2]. The yield is 0.750. (8) The reactants are [CH3:1][C:2]1[CH:7]=[CH:6][C:5]([S:8]([O:11][CH2:12][C@H:13]2[CH:22]=[CH:21][C:20]3[C:15](=[C:16]([C:24]4[CH:29]=[CH:28][C:27]([Cl:30])=[CH:26][C:25]=4[Cl:31])[C:17]([F:23])=[CH:18][CH:19]=3)[O:14]2)(=[O:10])=[O:9])=[CH:4][CH:3]=1. The catalyst is C(O)C.C(OCC)(=O)C.[Pt](=O)=O. The product is [CH3:1][C:2]1[CH:3]=[CH:4][C:5]([S:8]([O:11][CH2:12][C@H:13]2[CH2:22][CH2:21][C:20]3[C:15](=[C:16]([C:24]4[CH:29]=[CH:28][C:27]([Cl:30])=[CH:26][C:25]=4[Cl:31])[C:17]([F:23])=[CH:18][CH:19]=3)[O:14]2)(=[O:10])=[O:9])=[CH:6][CH:7]=1. The yield is 1.00. (9) The reactants are [O:1]=[C:2]1[C:10]2[C:5](=[CH:6][CH:7]=[CH:8][CH:9]=2)[C:4](=[O:11])[N:3]1[CH2:12][CH:13]=O.Cl.[C:16]([O:20][C:21](=[O:28])[C@H:22]([C:24]([CH3:27])([CH3:26])[CH3:25])[NH2:23])([CH3:19])([CH3:18])[CH3:17].C([BH3-])#N.[Na+].C(O)(=O)C. The catalyst is CO.C(Cl)(Cl)Cl.C(OCC)(=O)C. The product is [O:11]=[C:4]1[C:5]2[C:10](=[CH:9][CH:8]=[CH:7][CH:6]=2)[C:2](=[O:1])[N:3]1[CH2:12][CH2:13][NH:23][C@@H:22]([C:24]([CH3:27])([CH3:26])[CH3:25])[C:21]([O:20][C:16]([CH3:18])([CH3:17])[CH3:19])=[O:28]. The yield is 0.590. (10) The reactants are Br[C:2]1[CH:9]=[CH:8][C:5]([CH:6]=[O:7])=[CH:4][C:3]=1[N+:10]([O-:12])=[O:11].[C:13]([C:15]1[CH:20]=[CH:19][CH:18]=[CH:17][C:16]=1OB(O)O)#[N:14].ClCCl.C(=O)([O-])[O-].[Na+].[Na+]. The catalyst is [Br-].C([N+](CCCC)(CCCC)CCCC)CCC.C1C=CC(P(C2C=CC=CC=2)[C-]2C=CC=C2)=CC=1.C1C=CC(P(C2C=CC=CC=2)[C-]2C=CC=C2)=CC=1.Cl[Pd]Cl.[Fe+2].C1(C)C=CC=CC=1. The product is [CH:6]([C:5]1[CH:8]=[CH:9][C:2]([C:16]2[C:15]([C:13]#[N:14])=[CH:20][CH:19]=[CH:18][CH:17]=2)=[C:3]([N+:10]([O-:12])=[O:11])[CH:4]=1)=[O:7]. The yield is 0.400.